Predict the reaction yield, written as a fraction of the theoretical maximum amount of product (1.0 means a 100% yield; for example, 0.34 means a 34% yield). From a dataset of Reaction yield outcomes from USPTO patents with 853,638 reactions. (1) The reactants are [NH2:1][C:2]1[C:7]([F:8])=[C:6]([C:9]2[C:17]3[O:16][C:15]([F:19])([F:18])[O:14][C:13]=3[C:12]([Si](C)(C)C)=[CH:11][CH:10]=2)[N:5]=[C:4]([C:24]([O:26][CH3:27])=[O:25])[C:3]=1[Cl:28].[Br:29]Br.OS([O-])=O.[Na+]. The catalyst is ClCCCl. The product is [NH2:1][C:2]1[C:7]([F:8])=[C:6]([C:9]2[C:17]3[O:16][C:15]([F:19])([F:18])[O:14][C:13]=3[C:12]([Br:29])=[CH:11][CH:10]=2)[N:5]=[C:4]([C:24]([O:26][CH3:27])=[O:25])[C:3]=1[Cl:28]. The yield is 0.920. (2) The reactants are Cl.[NH2:2][CH2:3][CH2:4][C:5]1[CH:13]=[CH:12][C:8]([C:9]([OH:11])=[O:10])=[CH:7][CH:6]=1.[CH3:14]O. The catalyst is S(=O)(=O)(O)O. The product is [NH2:2][CH2:3][CH2:4][C:5]1[CH:13]=[CH:12][C:8]([C:9]([O:11][CH3:14])=[O:10])=[CH:7][CH:6]=1. The yield is 0.910. (3) The reactants are [C:1]1(=[O:11])[NH:5][C:4](=[O:6])[C:3]2=[CH:7][CH:8]=[CH:9][CH:10]=[C:2]12.[K].Br[CH:14]([OH:16])[CH3:15].CN(C)C=O. No catalyst specified. The product is [C:1]1(=[O:11])[N:5]([CH2:15][CH2:14][OH:16])[C:4](=[O:6])[C:3]2=[CH:7][CH:8]=[CH:9][CH:10]=[C:2]12. The yield is 0.441. (4) The reactants are Cl[C:2]([C:4]1[CH:9]=[CH:8][C:7]([CH2:10][CH2:11][CH2:12][C:13]([CH3:19])([CH3:18])[C:14]([O:16][CH3:17])=[O:15])=[CH:6][CH:5]=1)=[O:3].[Cl:20][C:21]1[CH:26]=[CH:25][C:24]([N:27]([C@H:31]2[C:40]3[C:35](=[CH:36][CH:37]=[CH:38][CH:39]=3)[NH:34][C@@H:33]([CH3:41])[CH2:32]2)[C:28](=[O:30])[CH3:29])=[CH:23][CH:22]=1.C(N(C(C)C)CC)(C)C. The catalyst is C(Cl)Cl. The product is [CH3:17][O:16][C:14](=[O:15])[C:13]([CH3:19])([CH3:18])[CH2:12][CH2:11][CH2:10][C:7]1[CH:8]=[CH:9][C:4]([C:2]([N:34]2[C:35]3[C:40](=[CH:39][CH:38]=[CH:37][CH:36]=3)[C@H:31]([N:27]([C:28](=[O:30])[CH3:29])[C:24]3[CH:23]=[CH:22][C:21]([Cl:20])=[CH:26][CH:25]=3)[CH2:32][C@@H:33]2[CH3:41])=[O:3])=[CH:5][CH:6]=1. The yield is 0.500. (5) The reactants are I[CH:2]1[CH2:5][N:4]([C:6]([O:8][C:9]([CH3:12])([CH3:11])[CH3:10])=[O:7])[CH2:3]1.[N+:13]([C:16]1[N:21]=[CH:20][C:19]([OH:22])=[CH:18][CH:17]=1)([O-:15])=[O:14].C([O-])([O-])=O.[Cs+].[Cs+]. The catalyst is CN(C=O)C. The product is [N+:13]([C:16]1[N:21]=[CH:20][C:19]([O:22][CH:2]2[CH2:5][N:4]([C:6]([O:8][C:9]([CH3:12])([CH3:11])[CH3:10])=[O:7])[CH2:3]2)=[CH:18][CH:17]=1)([O-:15])=[O:14]. The yield is 0.590. (6) The reactants are [N:1]1([CH2:7][CH2:8][NH2:9])[CH2:6][CH2:5][O:4][CH2:3][CH2:2]1.[Cl:10][C:11]1[CH:16]=[C:15]([N+:17]([O-:19])=[O:18])[C:14]([O:20][CH3:21])=[CH:13][C:12]=1[O:22][CH2:23][CH2:24]Cl.C(N(CC)CC)C.O. The catalyst is CC#N. The product is [Cl:10][C:11]1[CH:16]=[C:15]([N+:17]([O-:19])=[O:18])[C:14]([O:20][CH3:21])=[CH:13][C:12]=1[O:22][CH2:23][CH2:24][NH:9][CH2:8][CH2:7][N:1]1[CH2:6][CH2:5][O:4][CH2:3][CH2:2]1. The yield is 0.300. (7) The reactants are [CH:1]([N:4]1[C:8]([C:9]2[CH:14]=[CH:13][N:12]=[C:11]([NH2:15])[N:10]=2)=[CH:7][N:6]=[C:5]1[CH3:16])([CH3:3])[CH3:2].I[C:18]1[CH:28]=[CH:27][C:21]([C:22]([O:24][CH2:25][CH3:26])=[O:23])=[CH:20][CH:19]=1.CC1(C)C2C(=C(P(C3C=CC=CC=3)C3C=CC=CC=3)C=CC=2)OC2C(P(C3C=CC=CC=3)C3C=CC=CC=3)=CC=CC1=2.C(=O)([O-])[O-].[Cs+].[Cs+]. The catalyst is O1CCOCC1.C([O-])(=O)C.[Pd+2].C([O-])(=O)C. The product is [CH:1]([N:4]1[C:8]([C:9]2[CH:14]=[CH:13][N:12]=[C:11]([NH:15][C:18]3[CH:28]=[CH:27][C:21]([C:22]([O:24][CH2:25][CH3:26])=[O:23])=[CH:20][CH:19]=3)[N:10]=2)=[CH:7][N:6]=[C:5]1[CH3:16])([CH3:3])[CH3:2]. The yield is 0.310.